Dataset: Forward reaction prediction with 1.9M reactions from USPTO patents (1976-2016). Task: Predict the product of the given reaction. (1) Given the reactants Br[C:2]1[CH:3]=[C:4]([CH:8]2[CH2:17][C:16]([CH3:19])([CH3:18])[C:15]3[C:10](=[CH:11][CH:12]=[C:13]([C:20]#[N:21])[CH:14]=3)[NH:9]2)[CH:5]=[CH:6][CH:7]=1.[NH2:22][C:23]([CH3:28])([CH3:27])[C:24]([OH:26])=[O:25].C(=O)([O-])[O-].[K+].[K+], predict the reaction product. The product is: [C:20]([C:13]1[CH:14]=[C:15]2[C:10](=[CH:11][CH:12]=1)[NH:9][CH:8]([C:4]1[CH:3]=[C:2]([NH:22][C:23]([CH3:28])([CH3:27])[C:24]([OH:26])=[O:25])[CH:7]=[CH:6][CH:5]=1)[CH2:17][C:16]2([CH3:19])[CH3:18])#[N:21]. (2) Given the reactants [F:1][C:2]1[CH:3]=[C:4]([CH:19]=[CH:20][CH:21]=1)[CH2:5][N:6]1[C:10]2=[N:11][CH:12]=[CH:13][CH:14]=[C:9]2[C:8]2[CH2:15][CH2:16][NH:17][CH2:18][C:7]1=2.C(N(CC)CC)C.[Cl:29][CH2:30][C:31](Cl)=[O:32].C(=O)(O)[O-].[Na+], predict the reaction product. The product is: [Cl:29][CH2:30][C:31]([N:17]1[CH2:16][CH2:15][C:8]2[C:9]3[C:10]([N:6]([CH2:5][C:4]4[CH:19]=[CH:20][CH:21]=[C:2]([F:1])[CH:3]=4)[C:7]=2[CH2:18]1)=[N:11][CH:12]=[CH:13][CH:14]=3)=[O:32]. (3) Given the reactants [CH:1]1([C:4]2[CH:9]=[CH:8][CH:7]=[CH:6][C:5]=2[CH2:10][C:11]#[N:12])[CH2:3][CH2:2]1.[CH2:13](N)[CH2:14][NH2:15], predict the reaction product. The product is: [CH:1]1([C:4]2[CH:9]=[CH:8][CH:7]=[CH:6][C:5]=2[CH2:10][C:11]2[NH:12][CH2:13][CH2:14][N:15]=2)[CH2:3][CH2:2]1. (4) Given the reactants [CH2:1]([O:3][C:4](=[O:34])[C:5](=O)[CH2:6][C:7]([C:9]1[N:10]=[CH:11][N:12]([C:14]([C:27]2[CH:32]=[CH:31][CH:30]=[CH:29][CH:28]=2)([C:21]2[CH:26]=[CH:25][CH:24]=[CH:23][CH:22]=2)[C:15]2[CH:20]=[CH:19][CH:18]=[CH:17][CH:16]=2)[CH:13]=1)=O)[CH3:2].[NH:35]([C:37]1[CH:38]=[CH:39][C:40]([O:43][CH3:44])=[N:41][CH:42]=1)[NH2:36].O.C(Cl)(Cl)Cl, predict the reaction product. The product is: [CH2:1]([O:3][C:4]([C:5]1[CH:6]=[C:7]([C:9]2[N:10]=[CH:11][N:12]([C:14]([C:27]3[CH:28]=[CH:29][CH:30]=[CH:31][CH:32]=3)([C:15]3[CH:20]=[CH:19][CH:18]=[CH:17][CH:16]=3)[C:21]3[CH:22]=[CH:23][CH:24]=[CH:25][CH:26]=3)[CH:13]=2)[N:35]([C:37]2[CH:42]=[N:41][C:40]([O:43][CH3:44])=[CH:39][CH:38]=2)[N:36]=1)=[O:34])[CH3:2]. (5) Given the reactants Cl[C:2]1[N:3]=[C:4]([N:24]2[CH2:29][CH2:28][O:27][CH2:26][CH2:25]2)[C:5]2[S:10][C:9]([C:11]3[CH:12]=[C:13]([CH:20]=[CH:21][CH:22]=3)[C:14]([NH:16][CH2:17][CH2:18][OH:19])=[O:15])=[C:8]([CH3:23])[C:6]=2[N:7]=1.[NH:30]1[C:38]2[C:33](=[CH:34][C:35](B3OC(C)(C)C(C)(C)O3)=[CH:36][N:37]=2)[CH:32]=[CH:31]1, predict the reaction product. The product is: [OH:19][CH2:18][CH2:17][NH:16][C:14](=[O:15])[C:13]1[CH:20]=[CH:21][CH:22]=[C:11]([C:9]2[S:10][C:5]3[C:4]([N:24]4[CH2:29][CH2:28][O:27][CH2:26][CH2:25]4)=[N:3][C:2]([C:35]4[CH:34]=[C:33]5[CH:32]=[CH:31][NH:30][C:38]5=[N:37][CH:36]=4)=[N:7][C:6]=3[C:8]=2[CH3:23])[CH:12]=1. (6) The product is: [CH3:32][O:31][C:27]1[CH:26]=[C:25]2[C:30]([C:17](=[O:19])[CH2:16][CH:15]([C:14]([OH:33])=[O:34])[CH2:24]2)=[CH:29][CH:28]=1. Given the reactants C([C@H]1COC(=O)N1[C:14](=[O:33])[C@H:15]([CH2:24][C:25]1[CH:30]=[CH:29][CH:28]=[C:27]([O:31][CH3:32])[CH:26]=1)[CH2:16][C:17]([O:19]C(C)(C)C)=O)C1C=CC=CC=1.[OH:34]S(C(F)(F)F)(=O)=O, predict the reaction product. (7) Given the reactants Br[C:2]1[CH:7]=[CH:6][C:5]([C:8]2[NH:12][N:11]=[N:10][N:9]=2)=[C:4]([F:13])[CH:3]=1.[CH3:14][C:15]1[CH:20]=[CH:19][C:18]([S:21]([N:24]2[C:28]3=[N:29][CH:30]=[C:31]([C:33]4[CH:38]=[CH:37][CH:36]=[CH:35][CH:34]=4)[CH:32]=[C:27]3[C:26](B(O)O)=[CH:25]2)(=[O:23])=[O:22])=[CH:17][CH:16]=1.C([O-])([O-])=O.[K+].[K+], predict the reaction product. The product is: [F:13][C:4]1[CH:3]=[C:2]([C:26]2[C:27]3[C:28](=[N:29][CH:30]=[C:31]([C:33]4[CH:34]=[CH:35][CH:36]=[CH:37][CH:38]=4)[CH:32]=3)[N:24]([S:21]([C:18]3[CH:17]=[CH:16][C:15]([CH3:14])=[CH:20][CH:19]=3)(=[O:22])=[O:23])[CH:25]=2)[CH:7]=[CH:6][C:5]=1[C:8]1[NH:12][N:11]=[N:10][N:9]=1.